From a dataset of Catalyst prediction with 721,799 reactions and 888 catalyst types from USPTO. Predict which catalyst facilitates the given reaction. (1) The catalyst class is: 19. Product: [CH2:1]([O:3][C:4](=[O:22])[CH2:5][C@H:6]1[CH2:11][CH2:10][C@H:9]([C:12]([OH:14])=[O:13])[CH2:8][CH2:7]1)[CH3:2]. Reactant: [CH2:1]([O:3][C:4](=[O:22])[CH2:5][C@H:6]1[CH2:11][CH2:10][C@H:9]([C:12]([O:14]CC2C=CC=CC=2)=[O:13])[CH2:8][CH2:7]1)[CH3:2]. (2) Reactant: F[C:2]1[CH:7]=[CH:6][C:5]([N+:8]([O-:10])=[O:9])=[CH:4][CH:3]=1.[C:11]([N:14]1[CH2:19][CH2:18][NH:17][CH2:16][CH2:15]1)(=[O:13])[CH3:12].CCN(C(C)C)C(C)C. Product: [N+:8]([C:5]1[CH:6]=[CH:7][C:2]([N:17]2[CH2:18][CH2:19][N:14]([C:11](=[O:13])[CH3:12])[CH2:15][CH2:16]2)=[CH:3][CH:4]=1)([O-:10])=[O:9]. The catalyst class is: 41.